Dataset: Catalyst prediction with 721,799 reactions and 888 catalyst types from USPTO. Task: Predict which catalyst facilitates the given reaction. Reactant: [Cl:1][C:2]1[CH:9]=[C:8]([C:10]2[C:11]([CH3:16])=[N:12][NH:13][C:14]=2[CH3:15])[CH:7]=[CH:6][C:3]=1[C:4]#[N:5].Cl.[Br:18][C:19]1[CH:24]=[CH:23][C:22]([CH2:25]Cl)=[CH:21][N:20]=1.[H-].[Na+].O. Product: [Br:18][C:19]1[N:20]=[CH:21][C:22]([CH2:25][N:13]2[C:14]([CH3:15])=[C:10]([C:8]3[CH:7]=[CH:6][C:3]([C:4]#[N:5])=[C:2]([Cl:1])[CH:9]=3)[C:11]([CH3:16])=[N:12]2)=[CH:23][CH:24]=1. The catalyst class is: 3.